This data is from Forward reaction prediction with 1.9M reactions from USPTO patents (1976-2016). The task is: Predict the product of the given reaction. (1) Given the reactants C(OC([NH:8][C@@H:9]([C:11]1[CH:20]=[CH:19][C:18]2[C:13](=[CH:14][C:15](/[CH:21]=[CH:22]/[C:23]([CH2:49][F:50])([CH2:47][F:48])[C:24]([O:26][C@@H:27]([CH:44]([CH3:46])[CH3:45])[C:28]([NH:30][C@@H:31]([CH3:43])[C:32]([N:34]3[CH2:39][CH2:38][CH2:37][C@@H:36]([C:40]([OH:42])=[O:41])[NH:35]3)=[O:33])=[O:29])=[O:25])=[CH:16][CH:17]=2)[N:12]=1)[CH3:10])=O)(C)(C)C.[ClH:51], predict the reaction product. The product is: [ClH:51].[NH2:8][C@@H:9]([C:11]1[CH:20]=[CH:19][C:18]2[C:13](=[CH:14][C:15](/[CH:21]=[CH:22]/[C:23]([CH2:49][F:50])([CH2:47][F:48])[C:24]([O:26][C@@H:27]([CH:44]([CH3:45])[CH3:46])[C:28]([NH:30][C@@H:31]([CH3:43])[C:32]([N:34]3[CH2:39][CH2:38][CH2:37][C@@H:36]([C:40]([OH:42])=[O:41])[NH:35]3)=[O:33])=[O:29])=[O:25])=[CH:16][CH:17]=2)[N:12]=1)[CH3:10]. (2) Given the reactants C[O:2][C:3]([C@H:5]1[CH2:10][CH2:9][C@H:8]([O:11][C:12]2[CH:17]=[CH:16][C:15]([F:18])=[CH:14][CH:13]=2)[CH2:7][CH2:6]1)=O.O.[NH2:20][NH2:21], predict the reaction product. The product is: [F:18][C:15]1[CH:16]=[CH:17][C:12]([O:11][C@H:8]2[CH2:9][CH2:10][C@H:5]([C:3]([NH:20][NH2:21])=[O:2])[CH2:6][CH2:7]2)=[CH:13][CH:14]=1. (3) Given the reactants [F:1][CH:2]([F:18])[C@:3]1([C:10]2[CH:15]=[CH:14][CH:13]=[C:12]([F:16])[C:11]=2[F:17])[NH:8][C:7](=O)[CH2:6][O:5][CH2:4]1.COC1C=CC(P2(SP(C3C=CC(OC)=CC=3)(=S)S2)=[S:28])=CC=1, predict the reaction product. The product is: [F:1][CH:2]([F:18])[C@:3]1([C:10]2[CH:15]=[CH:14][CH:13]=[C:12]([F:16])[C:11]=2[F:17])[NH:8][C:7](=[S:28])[CH2:6][O:5][CH2:4]1. (4) The product is: [CH:2]12[CH2:11][CH:6]3[CH2:7][CH:8]([CH2:10][CH:4]([CH2:5]3)[CH:3]1[NH:12][C:13]([N:15]1[CH2:19][CH2:18][N:17]=[CH:16]1)=[O:14])[CH2:9]2. Given the reactants Cl.[CH:2]12[CH2:11][CH:6]3[CH2:7][CH:8]([CH2:10][CH:4]([CH2:5]3)[CH:3]1[NH2:12])[CH2:9]2.[C:13](N1C=CN=C1)([N:15]1[CH:19]=[CH:18][N:17]=[CH:16]1)=[O:14].C(N(CC)CC)C.O, predict the reaction product. (5) Given the reactants [Cl:1][C:2]1[CH:3]=[C:4]([CH:35]=[CH:36][C:37]=1[F:38])[CH2:5][N:6]1[CH2:15][CH2:14][C:13]2[C:8](=[C:9]([O:32]C)[C:10](=[O:31])[N:11]3[CH2:21][CH2:20][CH2:19][CH2:18][N:17]([CH2:22][C:23]([O:25]C(C)(C)C)=[O:24])[C:16](=[O:30])[C:12]3=2)[C:7]1=[O:34].Br, predict the reaction product. The product is: [Cl:1][C:2]1[CH:3]=[C:4]([CH:35]=[CH:36][C:37]=1[F:38])[CH2:5][N:6]1[CH2:15][CH2:14][C:13]2[C:8](=[C:9]([OH:32])[C:10](=[O:31])[N:11]3[CH2:21][CH2:20][CH2:19][CH2:18][N:17]([CH2:22][C:23]([OH:25])=[O:24])[C:16](=[O:30])[C:12]3=2)[C:7]1=[O:34]. (6) Given the reactants [CH:1]1[C:14]2[CH2:13][CH2:12][C:11]3[C:6](=[CH:7][CH:8]=[CH:9][CH:10]=3)[C:5]=2[CH:4]=[CH:3][CH:2]=1.[I:15](O)(=O)(=O)=O.II.S(=O)(=O)(O)O, predict the reaction product. The product is: [I:15][C:9]1[CH:8]=[CH:7][C:6]2[C:5]3[C:14](=[CH:1][CH:2]=[CH:3][CH:4]=3)[CH2:13][CH2:12][C:11]=2[CH:10]=1. (7) Given the reactants [CH:1]1([C:4]2[CH:5]=[N:6][C:7]([NH:14][C:15]3[CH:16]=[C:17]4[C:21](=[C:22]([C:24]5[CH:29]=[CH:28][CH:27]=[CH:26][CH:25]=5)[CH:23]=3)[NH:20][CH:19]=[CH:18]4)=[C:8]([CH:13]=2)[C:9]([O:11]C)=[O:10])[CH2:3][CH2:2]1.[OH-].[Na+], predict the reaction product. The product is: [CH:1]1([C:4]2[CH:5]=[N:6][C:7]([NH:14][C:15]3[CH:16]=[C:17]4[C:21](=[C:22]([C:24]5[CH:29]=[CH:28][CH:27]=[CH:26][CH:25]=5)[CH:23]=3)[NH:20][CH:19]=[CH:18]4)=[C:8]([CH:13]=2)[C:9]([OH:11])=[O:10])[CH2:2][CH2:3]1.